From a dataset of Reaction yield outcomes from USPTO patents with 853,638 reactions. Predict the reaction yield, written as a fraction of the theoretical maximum amount of product (1.0 means a 100% yield; for example, 0.34 means a 34% yield). (1) The product is [C:1]([O:5][C:6]([N:8]1[CH2:13][CH2:12][O:11][CH:10]([C:14]2[CH:19]=[CH:18][C:17]([N+:20]([O-:22])=[O:21])=[CH:16][C:15]=2[C:24]#[N:25])[CH2:9]1)=[O:7])([CH3:4])([CH3:3])[CH3:2]. The catalyst is [C-]#N.[Zn+2].[C-]#N.C1C=CC([P]([Pd]([P](C2C=CC=CC=2)(C2C=CC=CC=2)C2C=CC=CC=2)([P](C2C=CC=CC=2)(C2C=CC=CC=2)C2C=CC=CC=2)[P](C2C=CC=CC=2)(C2C=CC=CC=2)C2C=CC=CC=2)(C2C=CC=CC=2)C2C=CC=CC=2)=CC=1. The yield is 0.600. The reactants are [C:1]([O:5][C:6]([N:8]1[CH2:13][CH2:12][O:11][CH:10]([C:14]2[CH:19]=[CH:18][C:17]([N+:20]([O-:22])=[O:21])=[CH:16][C:15]=2Br)[CH2:9]1)=[O:7])([CH3:4])([CH3:3])[CH3:2].[CH3:24][N:25](C=O)C. (2) The reactants are [F:1][C:2]1[C:7]([CH3:8])=[CH:6][CH:5]=[C:4](F)[C:3]=1[O:10][CH3:11].C[Si](C)(C)[N-][Si](C)(C)C.[K+].[C:22](#[N:26])[CH:23]([CH3:25])[CH3:24].Cl. The catalyst is C1(C)C=CC=CC=1. The product is [F:1][C:2]1[C:3]([O:10][CH3:11])=[C:4]([C:23]([CH3:25])([CH3:24])[C:22]#[N:26])[CH:5]=[CH:6][C:7]=1[CH3:8]. The yield is 0.495.